Dataset: Reaction yield outcomes from USPTO patents with 853,638 reactions. Task: Predict the reaction yield, written as a fraction of the theoretical maximum amount of product (1.0 means a 100% yield; for example, 0.34 means a 34% yield). (1) The reactants are [CH2:1]([O:3][C:4](=[O:18])[C:5]1[CH:10]=[C:9]([N+:11]([O-:13])=[O:12])[CH:8]=[C:7]([N+:14]([O-:16])=[O:15])[C:6]=1[CH3:17])[CH3:2].CO[CH:21]([N:24]([CH3:26])[CH3:25])OC. The catalyst is CN(C=O)C. The product is [CH2:1]([O:3][C:4](=[O:18])[C:5]1[CH:10]=[C:9]([N+:11]([O-:13])=[O:12])[CH:8]=[C:7]([N+:14]([O-:16])=[O:15])[C:6]=1[CH:17]=[CH:21][N:24]([CH3:26])[CH3:25])[CH3:2]. The yield is 0.480. (2) The reactants are C[O:2][C:3]([C:5]1[CH:6]=[C:7]([NH:10][C:11]2[C:20]3[C:15](=[CH:16][CH:17]=[CH:18][CH:19]=3)[N:14]=[C:13]([C:21]3[CH:26]=[CH:25][CH:24]=[CH:23][CH:22]=3)[N:12]=2)[NH:8][N:9]=1)=[O:4].[OH-].[Na+].Cl. No catalyst specified. The product is [C:3]([C:5]1[CH:6]=[C:7]([NH:10][C:11]2[C:20]3[C:15](=[CH:16][CH:17]=[CH:18][CH:19]=3)[N:14]=[C:13]([C:21]3[CH:26]=[CH:25][CH:24]=[CH:23][CH:22]=3)[N:12]=2)[NH:8][N:9]=1)([OH:4])=[O:2]. The yield is 0.940.